Regression. Given two drug SMILES strings and cell line genomic features, predict the synergy score measuring deviation from expected non-interaction effect. From a dataset of NCI-60 drug combinations with 297,098 pairs across 59 cell lines. (1) Drug 1: C(=O)(N)NO. Drug 2: C(CC(=O)O)C(=O)CN.Cl. Synergy scores: CSS=5.08, Synergy_ZIP=-3.78, Synergy_Bliss=-1.85, Synergy_Loewe=-1.05, Synergy_HSA=-1.02. Cell line: SNB-19. (2) Drug 1: C1=CN(C(=O)N=C1N)C2C(C(C(O2)CO)O)O.Cl. Drug 2: C1=NC2=C(N1)C(=S)N=CN2. Cell line: HCT116. Synergy scores: CSS=73.8, Synergy_ZIP=3.04, Synergy_Bliss=2.19, Synergy_Loewe=0.204, Synergy_HSA=5.22. (3) Drug 1: C1=C(C(=O)NC(=O)N1)N(CCCl)CCCl. Cell line: RXF 393. Drug 2: C1=CC=C(C(=C1)C(C2=CC=C(C=C2)Cl)C(Cl)Cl)Cl. Synergy scores: CSS=23.4, Synergy_ZIP=-0.349, Synergy_Bliss=3.48, Synergy_Loewe=-3.26, Synergy_HSA=3.11. (4) Drug 1: CC(C1=C(C=CC(=C1Cl)F)Cl)OC2=C(N=CC(=C2)C3=CN(N=C3)C4CCNCC4)N. Drug 2: CC1CCCC2(C(O2)CC(NC(=O)CC(C(C(=O)C(C1O)C)(C)C)O)C(=CC3=CSC(=N3)C)C)C. Cell line: MDA-MB-435. Synergy scores: CSS=34.1, Synergy_ZIP=2.26, Synergy_Bliss=9.68, Synergy_Loewe=0.156, Synergy_HSA=6.07. (5) Drug 1: CS(=O)(=O)C1=CC(=C(C=C1)C(=O)NC2=CC(=C(C=C2)Cl)C3=CC=CC=N3)Cl. Drug 2: CC12CCC3C(C1CCC2OP(=O)(O)O)CCC4=C3C=CC(=C4)OC(=O)N(CCCl)CCCl.[Na+]. Cell line: PC-3. Synergy scores: CSS=-2.25, Synergy_ZIP=-0.146, Synergy_Bliss=-4.23, Synergy_Loewe=-5.67, Synergy_HSA=-5.34. (6) Drug 2: CC1=C(C=C(C=C1)C(=O)NC2=CC(=CC(=C2)C(F)(F)F)N3C=C(N=C3)C)NC4=NC=CC(=N4)C5=CN=CC=C5. Drug 1: CC1=C(C=C(C=C1)NC(=O)C2=CC=C(C=C2)CN3CCN(CC3)C)NC4=NC=CC(=N4)C5=CN=CC=C5. Synergy scores: CSS=15.5, Synergy_ZIP=-3.82, Synergy_Bliss=1.56, Synergy_Loewe=-0.807, Synergy_HSA=-0.787. Cell line: SF-539.